This data is from Reaction yield outcomes from USPTO patents with 853,638 reactions. The task is: Predict the reaction yield, written as a fraction of the theoretical maximum amount of product (1.0 means a 100% yield; for example, 0.34 means a 34% yield). (1) The reactants are [OH:1][C:2]1[C:3](=[O:9])[CH:4]=[CH:5][CH:6]=[CH:7][CH:8]=1.[N+:10]([C:13]1[CH:18]=[CH:17][C:16]([S:19](Cl)(=[O:21])=[O:20])=[CH:15][CH:14]=1)([O-:12])=[O:11].O. The catalyst is N1C=CC=CC=1. The product is [N+:10]([C:13]1[CH:14]=[CH:15][C:16]([S:19]([O:9][C:3]2[C:2](=[O:1])[CH:8]=[CH:7][CH:6]=[CH:5][CH:4]=2)(=[O:21])=[O:20])=[CH:17][CH:18]=1)([O-:12])=[O:11]. The yield is 0.710. (2) The reactants are [Cl:1][C:2]1[C:11]2[CH2:10][CH2:9][CH:8]([CH:12]=C)[CH2:7][C:6]=2[N:5]=[CH:4][N:3]=1.[BH4-].[Na+].C[OH:17]. The catalyst is ClCCl. The product is [Cl:1][C:2]1[C:11]2[CH2:10][CH2:9][CH:8]([CH2:12][OH:17])[CH2:7][C:6]=2[N:5]=[CH:4][N:3]=1. The yield is 0.900.